Dataset: Full USPTO retrosynthesis dataset with 1.9M reactions from patents (1976-2016). Task: Predict the reactants needed to synthesize the given product. (1) Given the product [S:27]1[CH:7]=[C:6]([NH:3][C:4](=[O:9])[O:39][C:35]([CH3:38])([CH3:37])[CH3:36])[N:29]=[CH:28]1, predict the reactants needed to synthesize it. The reactants are: C([N:3]([CH2:6][CH3:7])[CH2:4]C)C.P(N=[N+]=[N-])(OC1C=CC=CC=1)(OC1C=CC=CC=1)=[O:9].[S:27]1C=C(C(O)=O)[N:29]=[CH:28]1.[C:35]([OH:39])([CH3:38])([CH3:37])[CH3:36]. (2) Given the product [C:30]([O:29][C:27]([N:13]1[CH2:12][CH2:11][C:10]2[C:15](=[CH:16][CH:17]=[C:8]([OH:7])[CH:9]=2)[CH2:14]1)=[O:28])([CH3:33])([CH3:32])[CH3:31], predict the reactants needed to synthesize it. The reactants are: C(O)(=O)C(O)=O.[OH:7][C:8]1[CH:9]=[C:10]2[C:15](=[CH:16][CH:17]=1)[CH2:14][NH:13][CH2:12][CH2:11]2.C(N(C(C)C)CC)(C)C.[C:27](O[C:27]([O:29][C:30]([CH3:33])([CH3:32])[CH3:31])=[O:28])([O:29][C:30]([CH3:33])([CH3:32])[CH3:31])=[O:28].S([O-])([O-])(=O)=O.[Na+].[Na+]. (3) Given the product [Cl:10][C:11]1[N:19]=[C:18]2[C:14]([N:15]=[CH:16][N:17]2[C:25]2[CH:26]=[CH:27][C:22]([CH3:21])=[CH:23][CH:24]=2)=[C:13]([Cl:20])[N:12]=1, predict the reactants needed to synthesize it. The reactants are: N1C=C2C(N=CN2)=NC=1.[Cl:10][C:11]1[N:19]=[C:18]2[C:14]([NH:15][CH:16]=[N:17]2)=[C:13]([Cl:20])[N:12]=1.[CH3:21][C:22]1[CH:27]=[CH:26][C:25](B(O)O)=[CH:24][CH:23]=1.C(N(CC)CC)C.